This data is from Forward reaction prediction with 1.9M reactions from USPTO patents (1976-2016). The task is: Predict the product of the given reaction. (1) The product is: [Cl:19][C:20]1[CH:28]=[C:27]2[C:23]([CH2:24][CH:25]([C:12](=[O:18])[C:13]([O:15][CH2:16][CH3:17])=[O:14])[C:26]2=[O:29])=[CH:22][C:21]=1[CH3:30]. Given the reactants N[C@H](C=O)CCSC.C(O[C:12](=[O:18])[C:13]([O:15][CH2:16][CH3:17])=[O:14])C.[Cl:19][C:20]1[CH:28]=[C:27]2[C:23]([CH2:24][CH2:25][C:26]2=[O:29])=[CH:22][C:21]=1[CH3:30].Cl, predict the reaction product. (2) Given the reactants [OH:1][C:2]1[CH:10]=[CH:9][CH:8]=[C:7]2[C:3]=1[CH:4]=[CH:5][N:6]2[CH3:11].[CH3:12][O:13][C:14]1[C:21]([O:22][CH3:23])=[CH:20][C:17]([CH:18]=O)=[CH:16][C:15]=1[I:24].[C:25](#[N:29])[CH2:26][C:27]#[N:28], predict the reaction product. The product is: [NH2:29][C:25]1[O:1][C:2]2[C:10]([CH:18]([C:17]3[CH:20]=[C:21]([O:22][CH3:23])[C:14]([O:13][CH3:12])=[C:15]([I:24])[CH:16]=3)[C:26]=1[C:27]#[N:28])=[CH:9][CH:8]=[C:7]1[N:6]([CH3:11])[CH:5]=[CH:4][C:3]=21. (3) Given the reactants C(OC(=O)[NH:7][C@H:8]([C:11]1[N:15]([C:16]2[CH:21]=[CH:20][CH:19]=[CH:18][N:17]=2)[C:14]2[CH:22]=[C:23]([F:26])[CH:24]=[CH:25][C:13]=2[N:12]=1)[CH2:9][CH3:10])(C)(C)C.C(O)(C(F)(F)F)=O, predict the reaction product. The product is: [F:26][C:23]1[CH:24]=[CH:25][C:13]2[N:12]=[C:11]([C@@H:8]([NH2:7])[CH2:9][CH3:10])[N:15]([C:16]3[CH:21]=[CH:20][CH:19]=[CH:18][N:17]=3)[C:14]=2[CH:22]=1. (4) Given the reactants Br[C:2]1[N:7]=[C:6](Cl)[C:5]([NH2:9])=[CH:4][CH:3]=1.[N:10]1[CH:15]=[CH:14][CH:13]=[C:12](B(O)O)[CH:11]=1, predict the reaction product. The product is: [N:10]1[CH:15]=[CH:14][CH:13]=[C:12]([C:6]2[C:5]([NH2:9])=[CH:4][CH:3]=[C:2]([C:5]3[CH:6]=[N:7][CH:2]=[CH:3][CH:4]=3)[N:7]=2)[CH:11]=1. (5) The product is: [C:24]([O:23][C:21]([N:5]([CH2:6][C:7]1[CH:8]=[C:9]([CH:14]=[CH:15][C:16]=1[N+:17]([O-:19])=[O:18])[C:10]([O:12][CH3:13])=[O:11])[CH2:4][C:3]([O:2][CH3:1])=[O:20])=[O:22])([CH3:27])([CH3:26])[CH3:25]. Given the reactants [CH3:1][O:2][C:3](=[O:20])[CH2:4][NH:5][CH2:6][C:7]1[CH:8]=[C:9]([CH:14]=[CH:15][C:16]=1[N+:17]([O-:19])=[O:18])[C:10]([O:12][CH3:13])=[O:11].[C:21](O[C:21]([O:23][C:24]([CH3:27])([CH3:26])[CH3:25])=[O:22])([O:23][C:24]([CH3:27])([CH3:26])[CH3:25])=[O:22], predict the reaction product. (6) Given the reactants [C:1]([C:4]1[CH:9]([C:10]2[CH:15]=[CH:14][C:13]([Cl:16])=[CH:12][C:11]=2[Cl:17])[N:8]2[CH:18]=[C:19]([CH2:21][C:22]([O:24][CH3:25])=[O:23])[N:20]=[C:7]2[NH:6][C:5]=1[CH3:26])(=[O:3])[NH2:2].ClC1C(=O)C(C#N)=C(C#N)C(=O)C=1Cl.C(Cl)Cl.C([O-])(O)=O.[Na+], predict the reaction product. The product is: [C:1]([C:4]1[C:5]([CH3:26])=[N:6][C:7]2[N:8]([CH:18]=[C:19]([CH2:21][C:22]([O:24][CH3:25])=[O:23])[N:20]=2)[C:9]=1[C:10]1[CH:15]=[CH:14][C:13]([Cl:16])=[CH:12][C:11]=1[Cl:17])(=[O:3])[NH2:2].